Dataset: Reaction yield outcomes from USPTO patents with 853,638 reactions. Task: Predict the reaction yield, written as a fraction of the theoretical maximum amount of product (1.0 means a 100% yield; for example, 0.34 means a 34% yield). (1) The reactants are [Br:1][C:2]1[CH:3]=[C:4]([N:8]2[CH:12]=[C:11]([CH3:13])[N:10]=[C:9]2S)[CH:5]=[CH:6][CH:7]=1.OO. The catalyst is C(O)(=O)C.O. The product is [Br:1][C:2]1[CH:3]=[C:4]([N:8]2[CH:12]=[C:11]([CH3:13])[N:10]=[CH:9]2)[CH:5]=[CH:6][CH:7]=1. The yield is 0.720. (2) The reactants are C([O:4][C:5]1[CH:10]=[CH:9][C:8]([CH:11]=[O:12])=[C:7]([N+:13]([O-:15])=[O:14])[C:6]=1[O:16][CH3:17])(=O)C.C(=O)([O-])[O-].[K+].[K+].Cl. The catalyst is CO.O. The product is [OH:4][C:5]1[CH:10]=[CH:9][C:8]([CH:11]=[O:12])=[C:7]([N+:13]([O-:15])=[O:14])[C:6]=1[O:16][CH3:17]. The yield is 0.880. (3) The reactants are Br[C:2]1[N:6]2[N:7]=[C:8]([Cl:11])[CH:9]=[CH:10][C:5]2=[N:4][CH:3]=1.[CH3:12][O:13][C:14]1[CH:19]=[C:18]([N+:20]([O-:22])=[O:21])[CH:17]=[CH:16][C:15]=1B1OC(C)(C)C(C)(C)O1.C(=O)([O-])[O-].[Na+].[Na+].C(Cl)Cl. The catalyst is C(#N)C. The product is [Cl:11][C:8]1[CH:9]=[CH:10][C:5]2[N:6]([C:2]([C:15]3[CH:16]=[CH:17][C:18]([N+:20]([O-:22])=[O:21])=[CH:19][C:14]=3[O:13][CH3:12])=[CH:3][N:4]=2)[N:7]=1. The yield is 0.190. (4) The reactants are [CH2:1]([NH:8][C:9](=[O:16])[NH:10][O:11][CH2:12][C:13]([OH:15])=O)[C:2]1[CH:7]=[CH:6][CH:5]=[CH:4][CH:3]=1.[NH2:17][C@@H:18]([CH2:41][C:42]1[CH:47]=[CH:46][C:45]([O:48][C:49]([CH3:52])([CH3:51])[CH3:50])=[CH:44][CH:43]=1)[C:19]([N:21]([CH2:33][CH:34]([O:38][CH2:39][CH3:40])[O:35][CH2:36][CH3:37])[CH2:22][C:23]1[C:32]2[C:27](=[CH:28][CH:29]=[CH:30][CH:31]=2)[CH:26]=[CH:25][CH:24]=1)=[O:20]. No catalyst specified. The product is [CH2:1]([NH:8][C:9](=[O:16])[NH:10][O:11][CH2:12][C:13]([NH:17][C@@H:18]([CH2:41][C:42]1[CH:47]=[CH:46][C:45]([O:48][C:49]([CH3:51])([CH3:50])[CH3:52])=[CH:44][CH:43]=1)[C:19]([N:21]([CH2:33][CH:34]([O:38][CH2:39][CH3:40])[O:35][CH2:36][CH3:37])[CH2:22][C:23]1[C:32]2[C:27](=[CH:28][CH:29]=[CH:30][CH:31]=2)[CH:26]=[CH:25][CH:24]=1)=[O:20])=[O:15])[C:2]1[CH:3]=[CH:4][CH:5]=[CH:6][CH:7]=1. The yield is 0.520. (5) The reactants are [F:1][C:2]([F:17])([F:16])[C:3]1[CH:4]=[CH:5][C:6]([C:9]2[CH:14]=[CH:13][NH:12][C:11](=[O:15])[CH:10]=2)=[N:7][CH:8]=1.Br[C:19]1[CH:20]=[CH:21][C:22]2[C:23]3[CH2:41][N:40]([C:42]([O:44][C:45]([CH3:48])([CH3:47])[CH3:46])=[O:43])[CH2:39][CH2:38][C:24]=3[N:25]([S:28]([C:31]3[CH:37]=[CH:36][C:34]([CH3:35])=[CH:33][CH:32]=3)(=[O:30])=[O:29])[C:26]=2[CH:27]=1. No catalyst specified. The product is [O:15]=[C:11]1[CH:10]=[C:9]([C:6]2[CH:5]=[CH:4][C:3]([C:2]([F:1])([F:16])[F:17])=[CH:8][N:7]=2)[CH:14]=[CH:13][N:12]1[C:19]1[CH:20]=[CH:21][C:22]2[C:23]3[CH2:41][N:40]([C:42]([O:44][C:45]([CH3:48])([CH3:47])[CH3:46])=[O:43])[CH2:39][CH2:38][C:24]=3[N:25]([S:28]([C:31]3[CH:32]=[CH:33][C:34]([CH3:35])=[CH:36][CH:37]=3)(=[O:30])=[O:29])[C:26]=2[CH:27]=1. The yield is 0.340.